Dataset: Forward reaction prediction with 1.9M reactions from USPTO patents (1976-2016). Task: Predict the product of the given reaction. (1) Given the reactants [F:1][C:2]1[CH:7]=[C:6]([C:8]2[NH:12][N:11]=[N:10][N:9]=2)[CH:5]=[C:4]([F:13])[C:3]=1[N:14]1[CH2:19][CH2:18][CH:17]([CH2:20][N:21]([C@@H:29]([C:31]2[C:40]3[C:35](=[CH:36][CH:37]=[CH:38][CH:39]=3)[CH:34]=[CH:33][CH:32]=2)[CH3:30])C(=O)OC(C)(C)C)[CH:16]([C:41]2[CH:46]=[CH:45][CH:44]=[CH:43][CH:42]=2)[CH2:15]1.Cl.O1CCOCC1, predict the reaction product. The product is: [F:13][C:4]1[CH:5]=[C:6]([C:8]2[NH:12][N:11]=[N:10][N:9]=2)[CH:7]=[C:2]([F:1])[C:3]=1[N:14]1[CH2:19][CH2:18][CH:17]([CH2:20][NH:21][C@@H:29]([C:31]2[C:40]3[C:35](=[CH:36][CH:37]=[CH:38][CH:39]=3)[CH:34]=[CH:33][CH:32]=2)[CH3:30])[CH:16]([C:41]2[CH:42]=[CH:43][CH:44]=[CH:45][CH:46]=2)[CH2:15]1. (2) Given the reactants [H-].[Na+].[NH:3]1[C:11]2[C:6](=[CH:7][CH:8]=[CH:9][CH:10]=2)[C:5](=[O:12])[C:4]1=[O:13].[CH3:14][O:15][C:16](=[O:23])[CH:17](Br)[CH2:18][CH:19]([CH3:21])[CH3:20], predict the reaction product. The product is: [CH3:14][O:15][C:16](=[O:23])[CH:17]([N:3]1[C:11]2[C:6](=[CH:7][CH:8]=[CH:9][CH:10]=2)[C:5](=[O:12])[C:4]1=[O:13])[CH2:18][CH:19]([CH3:21])[CH3:20]. (3) Given the reactants [CH3:1][C:2]1[C:3]([C:18]2[CH:23]=[CH:22][CH:21]=[CH:20][CH:19]=2)=[N:4][C:5]2[C:10]([C:11]=1[C:12]1[CH:17]=[CH:16][CH:15]=[CH:14][CH:13]=1)=[CH:9][CH:8]=[CH:7][N:6]=2.C1C(=O)N([Br:31])C(=O)C1.C(OOC(=O)C1C=CC=CC=1)(=O)C1C=CC=CC=1, predict the reaction product. The product is: [Br:31][CH2:1][C:2]1[C:3]([C:18]2[CH:23]=[CH:22][CH:21]=[CH:20][CH:19]=2)=[N:4][C:5]2[C:10]([C:11]=1[C:12]1[CH:17]=[CH:16][CH:15]=[CH:14][CH:13]=1)=[CH:9][CH:8]=[CH:7][N:6]=2. (4) The product is: [CH:1]12[CH2:10][CH:5]3[CH2:6][CH:7]([CH2:9][CH:3]([CH2:4]3)[CH2:2]1)[CH2:8]2. Given the reactants [C:1]12(C(Cl)=O)[CH2:10][CH:5]3[CH2:6][CH:7]([CH2:9][CH:3]([CH2:4]3)[CH2:2]1)[CH2:8]2.N1C=CC=CC=1.C(O)C, predict the reaction product. (5) Given the reactants C(OC([N:8](C(OC(C)(C)C)=O)[C:9]1[N:10]=[CH:11][C:12]([C:32]2[CH:33]=[C:34]([CH2:38][CH2:39][NH:40][C:41]([CH3:51])([C:43]([O:45][CH:46]3[CH2:50][CH2:49][CH2:48][CH2:47]3)=[O:44])[CH3:42])[CH:35]=[CH:36][CH:37]=2)=[N:13][C:14]=1[N:15](C(OC(C)(C)C)=O)[CH2:16][C:17]1[C:22]([Cl:23])=[CH:21][CH:20]=[CH:19][C:18]=1[Cl:24])=O)(C)(C)C, predict the reaction product. The product is: [NH2:8][C:9]1[N:10]=[CH:11][C:12]([C:32]2[CH:33]=[C:34]([CH2:38][CH2:39][NH:40][C:41]([CH3:51])([C:43]([O:45][CH:46]3[CH2:50][CH2:49][CH2:48][CH2:47]3)=[O:44])[CH3:42])[CH:35]=[CH:36][CH:37]=2)=[N:13][C:14]=1[NH:15][CH2:16][C:17]1[C:22]([Cl:23])=[CH:21][CH:20]=[CH:19][C:18]=1[Cl:24]. (6) Given the reactants S1C=CC(CC[O:8][C:9](=[O:25])[CH2:10][CH2:11][C:12]([C:23]#[N:24])([S:14][C:15]([C:17]2[CH:22]=[CH:21][CH:20]=[CH:19][CH:18]=2)=[S:16])[CH3:13])=C1.N(C(C#N)(C)CCC(O)=O)=NC(C#N)(C)CCC(O)=O.C(SSC(=S)C1C=CC=CC=1)(=S)C1C=CC=CC=1, predict the reaction product. The product is: [C:23]([C:12]([S:14][C:15](=[S:16])[C:17]1[CH:18]=[CH:19][CH:20]=[CH:21][CH:22]=1)([CH3:13])[CH2:11][CH2:10][C:9]([OH:25])=[O:8])#[N:24].